Task: Predict the reactants needed to synthesize the given product.. Dataset: Full USPTO retrosynthesis dataset with 1.9M reactions from patents (1976-2016) (1) Given the product [OH:5][C:3]([CH3:6])([CH3:4])[CH2:2][O:7][C:8]1[CH:16]=[CH:15][C:11]([C:12]([O:14][CH2:25][CH3:26])=[O:13])=[CH:10][C:9]=1[CH3:17], predict the reactants needed to synthesize it. The reactants are: Cl[CH2:2][C:3]([CH3:6])([OH:5])[CH3:4].[OH:7][C:8]1[CH:16]=[CH:15][C:11]([C:12]([OH:14])=[O:13])=[CH:10][C:9]=1[CH3:17].C(=O)([O-])[O-].[K+].[K+].O.[CH2:25](O)[CH3:26]. (2) Given the product [CH2:1]1[C:10]2[C:5](=[CH:6][CH:7]=[CH:8][CH:9]=2)[C:4]2([CH2:12][CH2:11]2)[CH2:3][NH:2]1, predict the reactants needed to synthesize it. The reactants are: [C:1]1(=O)[C:10]2[C:5](=[CH:6][CH:7]=[CH:8][CH:9]=2)[C:4]2([CH2:12][CH2:11]2)[C:3](=O)[NH:2]1.B.CO. (3) Given the product [Cl:1][C:2]1[CH:3]=[CH:4][C:5]2[N:11]3[CH:12]=[CH:13][CH:14]=[C:10]3[C@@H:9]([CH2:15][CH:16]([OH:33])[CH2:17][C:18]([N:20]3[CH2:25][CH:80]([C:82]([O:84][CH3:85])=[O:83])[CH2:21]3)=[O:19])[O:8][C@H:7]([C:34]3[CH:39]=[CH:38][CH:37]=[C:36]([O:40][CH3:41])[C:35]=3[O:42][CH3:43])[C:6]=2[CH:44]=1, predict the reactants needed to synthesize it. The reactants are: [Cl:1][C:2]1[CH:3]=[CH:4][C:5]2[N:11]3[CH:12]=[CH:13][CH:14]=[C:10]3[C@@H:9]([CH2:15][CH:16]([OH:33])[CH2:17][C:18]([N:20]3[CH2:25]CN(C(=O)C(OCC)=O)C[CH2:21]3)=[O:19])[O:8][C@H:7]([C:34]3[CH:39]=[CH:38][CH:37]=[C:36]([O:40][CH3:41])[C:35]=3[O:42][CH3:43])[C:6]=2[CH:44]=1.ClC1C=CC2N3C=CC=C3[C@@H](CC(O)CC(O)=O)O[C@H](C3C=CC=C(OC)C=3OC)C=2C=1.Cl.N1C[CH:80]([C:82]([O:84][CH3:85])=[O:83])C1. (4) Given the product [N:23]1([C@H:19]2[CH2:18][C@@:17]3([CH3:29])[C@@H:16]([CH2:15][CH2:14][C@@H:13]4[C@@H:12]3[CH2:11][CH2:10][C@@:9]3([CH3:30])[C@H:8]4[CH2:7][C@H:6]([N:31]4[CH2:32][CH2:33][CH2:34][CH2:35]4)[C@@H:5]3[OH:4])[CH2:21][C@@H:20]2[OH:22])[CH2:28][CH2:27][O:26][CH2:25][CH2:24]1, predict the reactants needed to synthesize it. The reactants are: CC([O:4][C@@H:5]1[C@@:9]2([CH3:30])[CH2:10][CH2:11][C@@H:12]3[C@@:17]4([CH3:29])[CH2:18][C@H:19]([N:23]5[CH2:28][CH2:27][O:26][CH2:25][CH2:24]5)[C@@H:20]([OH:22])[CH2:21][C@@H:16]4[CH2:15][CH2:14][C@H:13]3[C@@H:8]2[CH2:7][C@@H:6]1[N+:31]1(CC=C)[CH2:35][CH2:34][CH2:33][CH2:32]1)=O.[Br-].O1[C@H]2C[C@H]3[C@](C)(C[C@@H]12)[C@@H]1[C@H]([C@H]2[C@@](CC1)(C)[C@@H](O)[C@@H](N1CCCC1)C2)CC3.N1CCOCC1. (5) Given the product [Cl:3][C:4]1[CH:11]=[CH:10][C:7]([C:8]#[N:9])=[C:6]([C:12]2[C:17]([O:18][CH3:19])=[CH:16][N:15]([CH:24]([CH2:23][C:22]([CH3:44])([CH3:43])[CH3:21])[C:25]([O:27][CH2:28][C:29]3[CH:34]=[CH:33][CH:32]=[CH:31][CH:30]=3)=[O:26])[C:14](=[O:20])[CH:13]=2)[CH:5]=1, predict the reactants needed to synthesize it. The reactants are: [H-].[Na+].[Cl:3][C:4]1[CH:11]=[CH:10][C:7]([C:8]#[N:9])=[C:6]([C:12]2[C:17]([O:18][CH3:19])=[CH:16][NH:15][C:14](=[O:20])[CH:13]=2)[CH:5]=1.[CH3:21][C:22]([CH3:44])([CH3:43])[CH2:23][CH:24](OS(C(F)(F)F)(=O)=O)[C:25]([O:27][CH2:28][C:29]1[CH:34]=[CH:33][CH:32]=[CH:31][CH:30]=1)=[O:26]. (6) Given the product [C:16]([NH2:18])(=[O:17])[C:15]1[CH:27]=[CH:28][CH:29]=[CH:13][CH:14]=1, predict the reactants needed to synthesize it. The reactants are: C(C1C=CC(N)=CC=1)(C)(C)C.N[C:13]1[CH:14]=[C:15]([CH:27]=[CH:28][C:29]=1OC)[C:16]([NH:18]C1C=CC(F)=C(F)C=1)=[O:17]. (7) Given the product [O:12]([C:13]1[CH:18]=[C:17]([CH2:19][OH:20])[CH:16]=[C:15]([F:24])[C:14]=1[CH2:25][C:26]1[CH:27]=[CH:28][C:29]([CH:32]2[CH2:34][CH2:33]2)=[CH:30][CH:31]=1)[C@@H:11]1[O:35][C@H:36]([C@@H:57]([CH3:67])[OH:58])[C@@H:37]([OH:48])[C@H:38]([OH:39])[C@H:10]1[OH:9], predict the reactants needed to synthesize it. The reactants are: C([O:9][C@@H:10]1[C@@H:38]([O:39]C(=O)C2C=CC=CC=2)[C@H:37]([O:48]C(=O)C2C=CC=CC=2)[C@@H:36]([C@@H:57]([CH3:67])[O:58]C(=O)C2C=CC=CC=2)[O:35][C@H:11]1[O:12][C:13]1[CH:18]=[C:17]([CH2:19][O:20]C(=O)C)[CH:16]=[C:15]([F:24])[C:14]=1[CH2:25][C:26]1[CH:31]=[CH:30][C:29]([CH:32]2[CH2:34][CH2:33]2)=[CH:28][CH:27]=1)(=O)C1C=CC=CC=1.C(=O)([O-])[O-].[K+].[K+]. (8) The reactants are: O[CH2:2][CH2:3][C:4]1[NH:5][C:6]([C:10]2[CH:11]=[C:12]([CH:29]=[CH:30][C:31]=2[CH3:32])[C:13]([N:15]2[CH2:20][CH2:19][CH:18]([C:21]3[CH:28]=[CH:27][C:24]([C:25]#[N:26])=[CH:23][CH:22]=3)[CH2:17][CH2:16]2)=[O:14])=[C:7]([CH3:9])[N:8]=1.S(Cl)([Cl:35])=O. Given the product [Cl:35][CH2:2][CH2:3][C:4]1[NH:5][C:6]([C:10]2[CH:11]=[C:12]([CH:29]=[CH:30][C:31]=2[CH3:32])[C:13]([N:15]2[CH2:20][CH2:19][CH:18]([C:21]3[CH:28]=[CH:27][C:24]([C:25]#[N:26])=[CH:23][CH:22]=3)[CH2:17][CH2:16]2)=[O:14])=[C:7]([CH3:9])[N:8]=1, predict the reactants needed to synthesize it. (9) Given the product [C:4]([O:3][C:1]([N:8]1[CH2:15][C@@H:14]([OH:16])[CH2:13][C@H:9]1[C:10](=[O:12])[NH:25][CH:19]1[CH2:18][CH2:17][CH2:22]1)=[O:2])([CH3:5])([CH3:6])[CH3:7], predict the reactants needed to synthesize it. The reactants are: [C:1]([N:8]1[CH2:15][C@@H:14]([OH:16])[CH2:13][C@H:9]1[C:10]([OH:12])=O)([O:3][C:4]([CH3:7])([CH3:6])[CH3:5])=[O:2].[CH:17]1[CH:22]=NC2N(O)N=[N:25][C:19]=2[CH:18]=1.CCN(C(C)C)C(C)C.C1(N)CCC1. (10) The reactants are: [CH3:1][C:2]1[CH:3]=[N:4][C:5]2[C:10]([C:11]=1[C:12]1[CH:13]=[C:14]([OH:18])[CH:15]=[CH:16][CH:17]=1)=[CH:9][CH:8]=[CH:7][C:6]=2[C:19]([F:22])([F:21])[F:20].[CH3:23][S:24]([C:27]1[CH:35]=[CH:34][C:30]([C:31](O)=[O:32])=[CH:29][CH:28]=1)(=[O:26])=[O:25]. Given the product [CH3:23][S:24]([C:27]1[CH:35]=[CH:34][C:30]([C:31]([O:18][C:14]2[CH:15]=[CH:16][CH:17]=[C:12]([C:11]3[C:10]4[C:5](=[C:6]([C:19]([F:22])([F:20])[F:21])[CH:7]=[CH:8][CH:9]=4)[N:4]=[CH:3][C:2]=3[CH3:1])[CH:13]=2)=[O:32])=[CH:29][CH:28]=1)(=[O:25])=[O:26], predict the reactants needed to synthesize it.